This data is from Forward reaction prediction with 1.9M reactions from USPTO patents (1976-2016). The task is: Predict the product of the given reaction. (1) Given the reactants CN(C(ON1N=NC2C=CC=NC1=2)=[N+](C)C)C.F[P-](F)(F)(F)(F)F.Cl.[F:26][C:27]1[CH:28]=[C:29]([NH:40][C:41]([C@H:43]2[C:52]3[C:47](=[CH:48][C:49]([O:53][CH3:54])=[CH:50][CH:51]=3)[CH2:46][CH2:45][NH:44]2)=[O:42])[CH:30]=[C:31]([F:39])[C:32]=1[C:33]([CH3:38])([CH3:37])[CH2:34][O:35][CH3:36].[C:55]([O:59][C:60](=[O:69])[CH2:61][C@@H:62]1[CH2:65][C@H:64]([C:66](O)=[O:67])[CH2:63]1)([CH3:58])([CH3:57])[CH3:56].CCN(C(C)C)C(C)C, predict the reaction product. The product is: [F:26][C:27]1[CH:28]=[C:29]([NH:40][C:41]([C@H:43]2[C:52]3[C:47](=[CH:48][C:49]([O:53][CH3:54])=[CH:50][CH:51]=3)[CH2:46][CH2:45][N:44]2[C:66]([C@@H:64]2[CH2:63][C@H:62]([CH2:61][C:60]([O:59][C:55]([CH3:58])([CH3:57])[CH3:56])=[O:69])[CH2:65]2)=[O:67])=[O:42])[CH:30]=[C:31]([F:39])[C:32]=1[C:33]([CH3:37])([CH3:38])[CH2:34][O:35][CH3:36]. (2) Given the reactants [Br:1][C:2]1[CH:3]=[C:4]([N+:9]([O-])=O)[C:5]([CH3:8])=[N:6][CH:7]=1, predict the reaction product. The product is: [Br:1][C:2]1[CH:3]=[C:4]([NH2:9])[C:5]([CH3:8])=[N:6][CH:7]=1. (3) Given the reactants [Br:1][C:2]1[CH:27]=[CH:26][C:5]([CH2:6][N:7]2[C:16]3[C:11](=[C:12]([CH:17]=[C:18]4[S:22][C:21](=[S:23])[NH:20][C:19]4=[O:24])[CH:13]=[CH:14][CH:15]=3)[CH2:10][CH2:9][C:8]2=[O:25])=[CH:4][CH:3]=1.[OH-].[Na+].CC(=NO)C(C)=NO.[BH4-].[Na+].S([O-])(O)(=O)=O.[K+], predict the reaction product. The product is: [Br:1][C:2]1[CH:3]=[CH:4][C:5]([CH2:6][N:7]2[C:16]3[C:11](=[C:12]([CH2:17][CH:18]4[S:22][C:21](=[S:23])[NH:20][C:19]4=[O:24])[CH:13]=[CH:14][CH:15]=3)[CH2:10][CH2:9][C:8]2=[O:25])=[CH:26][CH:27]=1. (4) Given the reactants [Cl:1][C:2]1[CH:7]=[CH:6][C:5]([OH:8])=[CH:4][CH:3]=1.ClC[C:11]1[CH:19]=[CH:18][CH:17]=[C:13]([C:14](N)=[O:15])[C:12]=1[C:20]([NH2:22])=[O:21].[CH3:23]O, predict the reaction product. The product is: [Cl:1][C:2]1[CH:7]=[CH:6][C:5]([OH:8])=[C:4]([CH:3]=1)[CH2:23][N:22]1[C:20](=[O:21])[C:12]2[C:13](=[CH:17][CH:18]=[CH:19][CH:11]=2)[C:14]1=[O:15]. (5) The product is: [NH2:14][C:15]1[S:16][CH:2]=[C:3]([C:5]2[CH:6]=[C:7]3[C:11](=[CH:12][CH:13]=2)[N:10]([C:27]([O:29][C:30]([CH3:33])([CH3:32])[CH3:31])=[O:28])[CH2:9][CH2:8]3)[N:17]=1. Given the reactants Cl[CH2:2][C:3]([C:5]1[CH:6]=[C:7]2[C:11](=[CH:12][CH:13]=1)[NH:10][CH2:9][CH2:8]2)=O.[NH2:14][C:15]([NH2:17])=[S:16].C(N(CC)C(C)C)(C)C.[C:27](O[C:27]([O:29][C:30]([CH3:33])([CH3:32])[CH3:31])=[O:28])([O:29][C:30]([CH3:33])([CH3:32])[CH3:31])=[O:28], predict the reaction product. (6) Given the reactants [CH2:1]([C:3]1[CH:8]=[C:7]([CH3:9])[CH:6]=[C:5]([CH2:10][CH3:11])[C:4]=1[C:12](=[O:17])[C:13]([NH:15][NH2:16])=[O:14])[CH3:2].[CH:18](=O)[CH2:19][CH3:20], predict the reaction product. The product is: [CH2:1]([C:3]1[CH:8]=[C:7]([CH3:9])[CH:6]=[C:5]([CH2:10][CH3:11])[C:4]=1[C:12](=[O:17])[C:13]([NH:15][N:16]=[CH:18][CH2:19][CH3:20])=[O:14])[CH3:2]. (7) Given the reactants [CH3:1][S:2]([NH:5][CH2:6][C:7]1[CH:14]=[CH:13][C:10]([CH2:11][OH:12])=[CH:9][CH:8]=1)(=[O:4])=[O:3].[Cr](Cl)([O-])(=O)=O.[NH+]1C=CC=CC=1.CO.C(Cl)(Cl)Cl, predict the reaction product. The product is: [CH3:1][S:2]([NH:5][CH2:6][C:7]1[CH:14]=[CH:13][C:10]([CH:11]=[O:12])=[CH:9][CH:8]=1)(=[O:4])=[O:3]. (8) Given the reactants BrC1C(N2CCN(CC3C=NC=CC=3)CC2)=C2N=C(C3C=CC(CN)=CC=3)NC2=NC=1.[Br:32][C:33]1[C:34]([N:61]2[CH2:66][CH2:65][N:64]([CH2:67][C:68]3[CH:69]=[N:70][CH:71]=[CH:72][CH:73]=3)[CH2:63][CH2:62]2)=[C:35]2[N:41]=[C:40]([C:42]3[CH:47]=[CH:46][C:45]([N:48]4[CH2:53][CH2:52][N:51](C(OC(C)(C)C)=O)[CH2:50][CH2:49]4)=[CH:44][CH:43]=3)[NH:39][C:36]2=[N:37][CH:38]=1.C(O)(C(F)(F)F)=O, predict the reaction product. The product is: [Br:32][C:33]1[C:34]([N:61]2[CH2:62][CH2:63][N:64]([CH2:67][C:68]3[CH:69]=[N:70][CH:71]=[CH:72][CH:73]=3)[CH2:65][CH2:66]2)=[C:35]2[N:41]=[C:40]([C:42]3[CH:43]=[CH:44][C:45]([N:48]4[CH2:53][CH2:52][NH:51][CH2:50][CH2:49]4)=[CH:46][CH:47]=3)[NH:39][C:36]2=[N:37][CH:38]=1. (9) Given the reactants C(Cl)Cl.[NH2:4][C:5]1[C:10]2=[C:11]([C:20]3[CH:25]=[CH:24][C:23]([NH:26][C:27]([NH:29][C:30]4[CH:35]=[C:34]([C:36]([F:39])([F:38])[F:37])[CH:33]=[CH:32][C:31]=4[F:40])=[O:28])=[C:22]([F:41])[CH:21]=3)[CH:12]=[C:13]([CH:14]3[CH2:19][CH2:18][NH:17][CH2:16][CH2:15]3)[N:9]2[N:8]=[CH:7][N:6]=1.[CH3:42][N:43]=[C:44]=[O:45], predict the reaction product. The product is: [NH2:4][C:5]1[C:10]2=[C:11]([C:20]3[CH:25]=[CH:24][C:23]([NH:26][C:27](=[O:28])[NH:29][C:30]4[CH:35]=[C:34]([C:36]([F:39])([F:37])[F:38])[CH:33]=[CH:32][C:31]=4[F:40])=[C:22]([F:41])[CH:21]=3)[CH:12]=[C:13]([CH:14]3[CH2:19][CH2:18][N:17]([C:44]([NH:43][CH3:42])=[O:45])[CH2:16][CH2:15]3)[N:9]2[N:8]=[CH:7][N:6]=1.